Dataset: Reaction yield outcomes from USPTO patents with 853,638 reactions. Task: Predict the reaction yield, written as a fraction of the theoretical maximum amount of product (1.0 means a 100% yield; for example, 0.34 means a 34% yield). (1) The reactants are C([N:8]1[CH2:20][C@@H:19]2[C@H:10]([C:11](=[O:25])[NH:12][C:13]3[C:14]([C:21]([F:24])([F:23])[F:22])=[CH:15][CH:16]=[CH:17][C:18]=32)[CH2:9]1)C1C=CC=CC=1.[C:34](O[C:34]([O:36][C:37]([CH3:40])([CH3:39])[CH3:38])=[O:35])([O:36][C:37]([CH3:40])([CH3:39])[CH3:38])=[O:35].[H][H]. The catalyst is CO.[Pd]. The product is [O:25]=[C:11]1[C@@H:10]2[CH2:9][N:8]([C:34]([O:36][C:37]([CH3:38])([CH3:39])[CH3:40])=[O:35])[CH2:20][C@H:19]2[C:18]2[CH:17]=[CH:16][CH:15]=[C:14]([C:21]([F:24])([F:22])[F:23])[C:13]=2[NH:12]1. The yield is 0.430. (2) The reactants are [OH:1][CH2:2][C@H:3]1[CH2:8][CH2:7][C@H:6]([C:9]([N:11]([O:13][CH3:14])[CH3:12])=[O:10])[CH2:5][CH2:4]1.[C:15]([Si:19](Cl)([C:26]1[CH:31]=[CH:30][CH:29]=[CH:28][CH:27]=1)[C:20]1[CH:25]=[CH:24][CH:23]=[CH:22][CH:21]=1)([CH3:18])([CH3:17])[CH3:16].N1C=CN=C1.O. The catalyst is CN(C)C=O. The product is [Si:19]([O:1][CH2:2][C@H:3]1[CH2:4][CH2:5][C@H:6]([C:9]([N:11]([O:13][CH3:14])[CH3:12])=[O:10])[CH2:7][CH2:8]1)([C:15]([CH3:18])([CH3:17])[CH3:16])([C:26]1[CH:27]=[CH:28][CH:29]=[CH:30][CH:31]=1)[C:20]1[CH:25]=[CH:24][CH:23]=[CH:22][CH:21]=1. The yield is 0.610. (3) The reactants are [OH:1][C:2]1[CH:7]=[CH:6][C:5]([N:8]2[C:13](=[O:14])[C:12]([CH2:15][C:16]3[CH:21]=[CH:20][C:19]([C:22]4[C:23]([C:28]#[N:29])=[CH:24][CH:25]=[CH:26][CH:27]=4)=[CH:18][CH:17]=3)=[C:11]([CH2:30][CH2:31][CH3:32])[N:10]=[C:9]2[CH3:33])=[CH:4][CH:3]=1.[CH3:34][C:35]1([CH3:42])[CH2:40][CH:39](O)[CH2:38][CH2:37][O:36]1.C1(P(C2C=CC=CC=2)C2C=CC=CC=2)C=CC=CC=1.[N:63]([C:64]([O:66]C(C)C)=[O:65])=[N:63][C:64]([O:66]C(C)C)=[O:65]. The catalyst is O1CCCC1.O. The product is [CH3:34][C:35]1([CH3:42])[CH2:40][CH:39]([O:1][C:2]2[CH:3]=[CH:4][C:5]([N:8]3[C:13](=[O:14])[C:12]([CH2:15][C:16]4[CH:21]=[CH:20][C:19]([C:22]5[CH:27]=[CH:26][CH:25]=[CH:24][C:23]=5[C:28]5[NH:63][C:64](=[O:65])[O:66][N:29]=5)=[CH:18][CH:17]=4)=[C:11]([CH2:30][CH2:31][CH3:32])[N:10]=[C:9]3[CH3:33])=[CH:6][CH:7]=2)[CH2:38][CH2:37][O:36]1. The yield is 0.350. (4) The reactants are [C:1]1([CH3:10])[CH:6]=[CH:5][C:4]([B:7]([OH:9])[OH:8])=[CH:3][CH:2]=1.O[CH2:12][C:13]([CH3:17])([CH2:15]O)[CH3:14].[Br:18]N1C(=O)CCC1=O.C(OOC(=O)C1C=CC=CC=1)(=O)C1C=CC=CC=1. The catalyst is C1CCCCC1. The product is [CH2:12]([O:8][B:7]([C:4]1[CH:5]=[CH:6][C:1]([CH2:10][Br:18])=[CH:2][CH:3]=1)[OH:9])[C:13]([CH3:17])([CH3:15])[CH3:14]. The yield is 0.470. (5) The reactants are [CH3:1][O:2][C:3](=[O:16])[C:4]1[CH:9]=[C:8]([O:10][CH3:11])[CH:7]=[C:6]([CH2:12][CH:13]=[CH2:14])[C:5]=1[OH:15].[Li+].[Cl-]. The catalyst is CN(C=O)C.O.CC([O-])=O.CC([O-])=O.[Cu+2].Cl[Pd]Cl. The product is [CH3:1][O:2][C:3]([C:4]1[C:5]2[O:15][C:13]([CH3:14])=[CH:12][C:6]=2[CH:7]=[C:8]([O:10][CH3:11])[CH:9]=1)=[O:16]. The yield is 0.480. (6) The product is [CH3:8][O:7][CH2:6][CH2:5][CH2:4][CH2:3][C:2]([C:9]1[CH:14]=[CH:13][CH:12]=[CH:11][CH:10]=1)([CH:15]1[CH2:19][CH2:18][NH:17][CH2:16]1)[OH:1]. The catalyst is CC#N. The yield is 0.660. The reactants are [OH:1][C:2]([CH:15]1[CH2:19][CH2:18][N:17](C(OC(C)(C)C)=O)[CH2:16]1)([C:9]1[CH:14]=[CH:13][CH:12]=[CH:11][CH:10]=1)[CH2:3][CH2:4][CH2:5][CH2:6][O:7][CH3:8].Cl.C([O-])([O-])=O.[K+].[K+].C(=O)=O. (7) The reactants are [CH2:1]([C:5]1[N:10]2[N:11]=[CH:12][N:13]=[C:9]2[N:8]([C@H:14]2[CH2:19][CH2:18][C@H:17]([O:20][CH:21]([CH3:25])[CH:22]([OH:24])[CH3:23])[CH2:16][CH2:15]2)[C:7](=[O:26])[C:6]=1[CH2:27][C:28]1[CH:33]=[CH:32][C:31]([C:34]2[C:35]([C:40]#[N:41])=[CH:36][CH:37]=[CH:38][CH:39]=2)=[CH:30][CH:29]=1)[CH2:2][CH2:3][CH3:4].[CH3:42]C(OI1(OC(C)=O)(OC(C)=O)OC(=O)C2C1=CC=CC=2)=O.C(=O)([O-])O.[Na+].S([O-])([O-])(=O)=S.[Na+].[Na+]. The catalyst is C(#N)C. The product is [CH2:1]([C:5]1[N:10]2[N:11]=[CH:12][N:13]=[C:9]2[N:8]([C@H:14]2[CH2:19][CH2:18][C@H:17]([O:20][CH:21]([CH3:25])[C:22]([OH:24])([CH3:42])[CH3:23])[CH2:16][CH2:15]2)[C:7](=[O:26])[C:6]=1[CH2:27][C:28]1[CH:33]=[CH:32][C:31]([C:34]2[C:35]([C:40]#[N:41])=[CH:36][CH:37]=[CH:38][CH:39]=2)=[CH:30][CH:29]=1)[CH2:2][CH2:3][CH3:4]. The yield is 0.470. (8) The reactants are [N:1]12[CH2:8][CH2:7][C:4]([C:9]([C:17]3[CH:22]=[CH:21][CH:20]=[CH:19][CH:18]=3)([C:11]3[CH:16]=[CH:15][CH:14]=[CH:13][CH:12]=3)[OH:10])([CH2:5][CH2:6]1)[CH2:3][CH2:2]2.[Br:23][CH2:24][CH:25]1[O:29][CH2:28][CH2:27][O:26]1. The catalyst is CC#N. The product is [Br-:23].[O:26]1[CH2:27][CH2:28][O:29][CH:25]1[CH2:24][N+:1]12[CH2:6][CH2:5][C:4]([C:9]([OH:10])([C:17]3[CH:22]=[CH:21][CH:20]=[CH:19][CH:18]=3)[C:11]3[CH:12]=[CH:13][CH:14]=[CH:15][CH:16]=3)([CH2:3][CH2:2]1)[CH2:7][CH2:8]2. The yield is 0.124.